This data is from Catalyst prediction with 721,799 reactions and 888 catalyst types from USPTO. The task is: Predict which catalyst facilitates the given reaction. (1) Reactant: [C:1]([N:5]1[C:10](=[O:11])[C:9]([Cl:12])=[C:8]([S:13][CH2:14][C:15]2[CH:20]=[CH:19][C:18]([CH2:21][CH2:22][CH2:23][CH2:24]OS(C3C(C)=CC=CC=3)(=O)=O)=[CH:17][CH:16]=2)[CH:7]=[N:6]1)([CH3:4])([CH3:3])[CH3:2].[F-:36].C([N+](CCCC)(CCCC)CCCC)CCC. Product: [C:1]([N:5]1[C:10](=[O:11])[C:9]([Cl:12])=[C:8]([S:13][CH2:14][C:15]2[CH:20]=[CH:19][C:18]([CH2:21][CH2:22][CH2:23][CH2:24][F:36])=[CH:17][CH:16]=2)[CH:7]=[N:6]1)([CH3:4])([CH3:3])[CH3:2]. The catalyst class is: 1. (2) Reactant: [CH:1]1([C:4]2[NH:8][N:7]=[C:6]([NH:9][C:10]3[C:19]4[C:14](=[CH:15][C:16](F)=[CH:17][CH:18]=4)[N:13]=[C:12]([NH:21][C@H:22]([C:24]4[CH:29]=[CH:28][C:27]([F:30])=[CH:26][CH:25]=4)[CH3:23])[N:11]=3)[CH:5]=2)[CH2:3][CH2:2]1.[CH3:31][O:32][CH2:33][CH2:34][OH:35].CC(C)([O-])C.[K+]. Product: [CH:1]1([C:4]2[NH:8][N:7]=[C:6]([NH:9][C:10]3[C:19]4[C:14](=[CH:15][C:16]([O:35][CH2:34][CH2:33][O:32][CH3:31])=[CH:17][CH:18]=4)[N:13]=[C:12]([NH:21][C@H:22]([C:24]4[CH:25]=[CH:26][C:27]([F:30])=[CH:28][CH:29]=4)[CH3:23])[N:11]=3)[CH:5]=2)[CH2:2][CH2:3]1. The catalyst class is: 25. (3) Reactant: C[C@@H]1O[C@@H]([O:8][C@@H:9]2[CH:25]=[C:24]3[C@@:12]([CH3:35])([C@@H:13]4[C@@H:21]([CH2:22][CH2:23]3)[C@:20]3([OH:26])[C@@:16]([CH3:34])([C@@H:17]([C:27]5[CH:33]=[CH:32][C:30](=[O:31])[O:29][CH:28]=5)[CH2:18][CH2:19]3)[CH2:15][CH2:14]4)[CH2:11][CH2:10]2)[C@H](O)[C@H](O)[C@H]1O. Product: [CH3:35][C@@:12]12[C@H:13]3[CH2:14][CH2:15][C@:16]4([CH3:34])[C@@H:17]([C:27]5[CH:33]=[CH:32][C:30](=[O:31])[O:29][CH:28]=5)[CH2:18][CH2:19][C@:20]4([OH:26])[C@@H:21]3[CH2:22][CH2:23][C:24]1=[CH:25][C@@H:9]([OH:8])[CH2:10][CH2:11]2. The catalyst class is: 14. (4) Reactant: CC(C)([O-])C.[K+].[OH:7][CH2:8][CH2:9][N:10]1[CH2:15][CH2:14][N:13]([C:16]([O:18][C:19]([CH3:22])([CH3:21])[CH3:20])=[O:17])[CH2:12][CH2:11]1.[CH3:23][C:24]1[C:32]2[C:27](=[CH:28][CH:29]=[CH:30][C:31]=2[NH:33][C:34]([C:36]2[N:40]3[CH:41]=[CH:42][C:43](F)=[CH:44][C:39]3=[N:38][CH:37]=2)=[O:35])[N:26]([CH2:46][C:47]2[CH:52]=[CH:51][CH:50]=[C:49]([CH3:53])[N:48]=2)[N:25]=1. Product: [CH3:23][C:24]1[C:32]2[C:27](=[CH:28][CH:29]=[CH:30][C:31]=2[NH:33][C:34]([C:36]2[N:40]3[CH:41]=[CH:42][C:43]([O:7][CH2:8][CH2:9][N:10]4[CH2:15][CH2:14][N:13]([C:16]([O:18][C:19]([CH3:22])([CH3:21])[CH3:20])=[O:17])[CH2:12][CH2:11]4)=[CH:44][C:39]3=[N:38][CH:37]=2)=[O:35])[N:26]([CH2:46][C:47]2[CH:52]=[CH:51][CH:50]=[C:49]([CH3:53])[N:48]=2)[N:25]=1. The catalyst class is: 107. (5) Reactant: C([N:8]1[CH2:13][CH2:12][CH:11]([NH:14][C:15]2[N:24]=[C:23]([N:25]([CH3:27])[CH3:26])[C:22]3[C:17](=[CH:18][CH:19]=[CH:20][CH:21]=3)[N:16]=2)[CH2:10][CH2:9]1)C1C=CC=CC=1. Product: [CH3:26][N:25]([CH3:27])[C:23]1[C:22]2[C:17](=[CH:18][CH:19]=[CH:20][CH:21]=2)[N:16]=[C:15]([NH:14][CH:11]2[CH2:12][CH2:13][NH:8][CH2:9][CH2:10]2)[N:24]=1. The catalyst class is: 105. (6) Reactant: C[Si](C[Si](Br)(C)C)(C)C.[CH:10]1[C:22]2[N:21]([CH2:23][CH2:24][CH2:25][P:26](=[O:33])([O:30]CC)[O:27]CC)[C:20]3[C:15](=[CH:16][CH:17]=[CH:18][CH:19]=3)[C:14]=2[CH:13]=[CH:12][CH:11]=1. Product: [CH:10]1[C:22]2[N:21]([CH2:23][CH2:24][CH2:25][P:26](=[O:27])([OH:30])[OH:33])[C:20]3[C:15](=[CH:16][CH:17]=[CH:18][CH:19]=3)[C:14]=2[CH:13]=[CH:12][CH:11]=1. The catalyst class is: 2. (7) Reactant: C([O:3][C:4](=[O:28])[CH:5]([NH:7][C:8]1[O:9][C:10]([C:13]2[CH:18]=[CH:17][N:16]=[CH:15][C:14]=2[NH:19][C:20]2[CH:25]=[CH:24][C:23]([I:26])=[CH:22][C:21]=2[F:27])=[N:11][N:12]=1)[CH3:6])C.[Li+].[OH-].Cl. Product: [F:27][C:21]1[CH:22]=[C:23]([I:26])[CH:24]=[CH:25][C:20]=1[NH:19][C:14]1[CH:15]=[N:16][CH:17]=[CH:18][C:13]=1[C:10]1[O:9][C:8]([NH:7][CH:5]([CH3:6])[C:4]([OH:28])=[O:3])=[N:12][N:11]=1. The catalyst class is: 249. (8) Reactant: [NH2:1][CH2:2][C:3]([OH:5])=[O:4].[O-2].[Ca+2:7].[Ca]. Product: [NH2:1][CH2:2][C:3]([O-:5])=[O:4].[NH2:1][CH2:2][C:3]([O-:5])=[O:4].[Ca+2:7]. The catalyst class is: 6.